This data is from Forward reaction prediction with 1.9M reactions from USPTO patents (1976-2016). The task is: Predict the product of the given reaction. (1) Given the reactants Br[C:2]1[N:7]=[CH:6][C:5]([C:8]2[N:9]3[N:16]=[C:15]([C:17]4[CH:22]=[CH:21][N:20]=[CH:19][CH:18]=4)[C:14]([C:23]4[CH:24]=[C:25]([OH:29])[CH:26]=[CH:27][CH:28]=4)=[C:10]3[N:11]=[N:12][CH:13]=2)=[CH:4][CH:3]=1.[CH3:30][N:31]1[CH2:36][CH2:35][NH:34][CH2:33][CH2:32]1, predict the reaction product. The product is: [CH3:30][N:31]1[CH2:36][CH2:35][N:34]([C:2]2[N:7]=[CH:6][C:5]([C:8]3[N:9]4[N:16]=[C:15]([C:17]5[CH:22]=[CH:21][N:20]=[CH:19][CH:18]=5)[C:14]([C:23]5[CH:24]=[C:25]([OH:29])[CH:26]=[CH:27][CH:28]=5)=[C:10]4[N:11]=[N:12][CH:13]=3)=[CH:4][CH:3]=2)[CH2:33][CH2:32]1. (2) Given the reactants [CH3:1][O:2][C:3]1[CH:8]=[CH:7][CH:6]=[CH:5][C:4]=1[CH2:9][C:10](Cl)=[O:11].[NH2:13][C:14]1[S:15][C:16]2[CH:22]=[C:21]([C:23]([F:26])([F:25])[F:24])[CH:20]=[CH:19][C:17]=2[N:18]=1, predict the reaction product. The product is: [F:26][C:23]([F:24])([F:25])[C:21]1[CH:20]=[CH:19][C:17]2[N:18]=[C:14]([NH:13][C:10](=[O:11])[CH2:9][C:4]3[CH:5]=[CH:6][CH:7]=[CH:8][C:3]=3[O:2][CH3:1])[S:15][C:16]=2[CH:22]=1.